From a dataset of Full USPTO retrosynthesis dataset with 1.9M reactions from patents (1976-2016). Predict the reactants needed to synthesize the given product. (1) The reactants are: C(O[C:5]([CH3:8])([CH3:7])[CH3:6])(=O)C.[NH2:9][CH:10]([CH2:14][C:15]1[CH:20]=[CH:19][C:18]([OH:21])=[C:17]([O:22][CH3:23])[CH:16]=1)[C:11]([OH:13])=[O:12].FC(F)(F)S(O)(=O)=O.[OH-].[Na+].C([O-])([O-])=O.[K+].[K+]. Given the product [NH2:9][CH:10]([CH2:14][C:15]1[CH:20]=[CH:19][C:18]([OH:21])=[C:17]([O:22][CH3:23])[CH:16]=1)[C:11]([O:13][C:5]([CH3:8])([CH3:7])[CH3:6])=[O:12], predict the reactants needed to synthesize it. (2) Given the product [NH2:13][C:11]1[O:12][C:8]([C:4]2[S:5][CH:6]=[CH:7][C:3]=2[NH:2][C:20]([NH:19][C:17](=[O:18])[C:16]2[CH:22]=[C:23]([F:27])[C:24]([F:26])=[CH:25][C:15]=2[Cl:14])=[O:21])=[N:9][N:10]=1, predict the reactants needed to synthesize it. The reactants are: Cl.[NH2:2][C:3]1[CH:7]=[CH:6][S:5][C:4]=1[C:8]1[O:12][C:11]([NH2:13])=[N:10][N:9]=1.[Cl:14][C:15]1[CH:25]=[C:24]([F:26])[C:23]([F:27])=[CH:22][C:16]=1[C:17]([N:19]=[C:20]=[O:21])=[O:18]. (3) Given the product [O:30]1[CH2:29][CH:28]=[C:1]([C:3]2[CH:4]=[C:5]3[C:9](=[CH:10][CH:11]=2)[NH:8][N:7]=[C:6]3[C:12]([NH:14][CH2:15][CH:16]2[CH2:17][CH2:18][N:19]([CH2:22][C:23]([OH:25])=[O:24])[CH2:20][CH2:21]2)=[O:13])[CH2:2][CH2:31]1, predict the reactants needed to synthesize it. The reactants are: [CH2:1]([C:3]1[CH:4]=[C:5]2[C:9](=[CH:10][CH:11]=1)[NH:8][N:7]=[C:6]2[C:12]([NH:14][CH2:15][CH:16]1[CH2:21][CH2:20][N:19]([CH2:22][C:23]([OH:25])=[O:24])[CH2:18][CH2:17]1)=[O:13])[CH3:2].CC1[CH2:28][CH:29](B2OC(C)(C)C(C)(C)O2)[O:30][CH2:31]C=1. (4) Given the product [CH3:34][N:32]([CH3:33])[CH2:31][C:30]#[C:29][C:26]1[CH:27]=[CH:28][C:23](/[C:16](/[C:17]2[CH:18]=[CH:19][CH:20]=[CH:21][CH:22]=2)=[CH:15]\[CH2:14][OH:13])=[CH:24][CH:25]=1, predict the reactants needed to synthesize it. The reactants are: [H-].C([Al+]CC(C)C)C(C)C.C([O:13][C:14](=O)/[CH:15]=[C:16](\[C:23]1[CH:28]=[CH:27][C:26]([C:29]#[C:30][CH2:31][N:32]([CH3:34])[CH3:33])=[CH:25][CH:24]=1)/[C:17]1[CH:22]=[CH:21][CH:20]=[CH:19][CH:18]=1)C.[Cl-].[NH4+].ClCCl. (5) The reactants are: [C:1]1([CH2:11][N:12]2[CH2:17][CH2:16][CH:15]([CH2:18][N:19]([CH2:39][O:40][CH2:41][CH2:42][Si:43]([CH3:46])([CH3:45])[CH3:44])[C:20]3[N:24]([CH2:25][O:26][CH2:27][CH2:28][Si:29]([CH3:32])([CH3:31])[CH3:30])[C:23]4[CH:33]=[CH:34][C:35]([CH:37]=[O:38])=[CH:36][C:22]=4[N:21]=3)[CH2:14][CH2:13]2)[C:10]2[C:5](=[CH:6][CH:7]=[CH:8][CH:9]=2)[CH:4]=[CH:3][CH:2]=1.[Cl-].[NH4+].O1CC[CH2:51][CH2:50]1. Given the product [C:1]1([CH2:11][N:12]2[CH2:13][CH2:14][CH:15]([CH2:18][N:19]([CH2:39][O:40][CH2:41][CH2:42][Si:43]([CH3:46])([CH3:45])[CH3:44])[C:20]3[N:24]([CH2:25][O:26][CH2:27][CH2:28][Si:29]([CH3:30])([CH3:31])[CH3:32])[C:23]4[CH:33]=[CH:34][C:35]([CH:37]([OH:38])[CH2:50][CH3:51])=[CH:36][C:22]=4[N:21]=3)[CH2:16][CH2:17]2)[C:10]2[C:5](=[CH:6][CH:7]=[CH:8][CH:9]=2)[CH:4]=[CH:3][CH:2]=1, predict the reactants needed to synthesize it. (6) Given the product [Cl:1][C:2]1[CH:3]=[CH:4][C:5]([O:22][CH3:23])=[C:6]([CH:8]2[CH2:9][CH2:10][N:11]([C:14]([O:16][CH2:17][C:20]3[CH:38]=[CH:39][CH:34]=[CH:35][CH:36]=3)=[O:15])[CH2:12][CH2:13]2)[CH:7]=1, predict the reactants needed to synthesize it. The reactants are: [Cl:1][C:2]1[CH:3]=[CH:4][C:5]([O:22][CH3:23])=[C:6]([C:8]2(O)[CH2:13][CH2:12][N:11]([C:14]([O:16][C:17]([CH3:20])(C)C)=[O:15])[CH2:10][CH2:9]2)[CH:7]=1.Cl.C(=O)([O-])[O-].[Na+].[Na+].C(Cl)(=O)OC[C:34]1[CH:39]=[CH:38]C=[CH:36][CH:35]=1.C([SiH](CC)CC)C.FC(F)(F)C(O)=O.